Dataset: Reaction yield outcomes from USPTO patents with 853,638 reactions. Task: Predict the reaction yield, written as a fraction of the theoretical maximum amount of product (1.0 means a 100% yield; for example, 0.34 means a 34% yield). (1) The reactants are C(O[C:6](=[O:21])[NH:7][C:8]1[CH:13]=[CH:12][C:11]([C:14]2[CH:19]=[CH:18][C:17]([Br:20])=[CH:16][CH:15]=2)=[CH:10][CH:9]=1)(C)(C)C.Cl.[N:23]1([C:31]([O:33][C:34]([CH3:37])([CH3:36])[CH3:35])=[O:32])[CH2:30][CH2:29][CH2:28][C@H:24]1C(O)=O.CN(C(ON1N=NC2C=CC=NC1=2)=[N+](C)C)C.F[P-](F)(F)(F)(F)F.CCN(C(C)C)C(C)C. The catalyst is CO.CN(C=O)C.C(OCC)(=O)C. The product is [C:34]([O:33][C:31]([N:23]1[CH2:30][CH2:29][CH2:28][CH:24]1[C:6](=[O:21])[NH:7][C:8]1[CH:9]=[CH:10][C:11]([C:14]2[CH:15]=[CH:16][C:17]([Br:20])=[CH:18][CH:19]=2)=[CH:12][CH:13]=1)=[O:32])([CH3:37])([CH3:35])[CH3:36]. The yield is 0.950. (2) The reactants are [N:1]#[C:2][NH2:3].[CH3:4][O-].[Na+].[Cl:7][C:8]1[CH:13]=[C:12]([N:14]=[C:15]=[S:16])[CH:11]=[CH:10][C:9]=1[C:17]1[CH:22]=[CH:21][CH:20]=[CH:19][C:18]=1[Cl:23].IC. The catalyst is CO. The product is [C:2](/[N:3]=[C:15](\[S:16][CH3:4])/[NH:14][C:12]1[CH:11]=[CH:10][C:9]([C:17]2[CH:22]=[CH:21][CH:20]=[CH:19][C:18]=2[Cl:23])=[C:8]([Cl:7])[CH:13]=1)#[N:1]. The yield is 0.590.